From a dataset of Full USPTO retrosynthesis dataset with 1.9M reactions from patents (1976-2016). Predict the reactants needed to synthesize the given product. (1) Given the product [CH3:1][N:2]([CH3:15])[CH2:3][CH2:4][N:5]1[C:13]2[C:8](=[CH:9][C:10]([NH:14][C:22]([C:18]3[S:17][CH:21]=[CH:20][CH:19]=3)=[NH:23])=[CH:11][CH:12]=2)[CH:7]=[CH:6]1, predict the reactants needed to synthesize it. The reactants are: [CH3:1][N:2]([CH3:15])[CH2:3][CH2:4][N:5]1[C:13]2[C:8](=[CH:9][C:10]([NH2:14])=[CH:11][CH:12]=2)[CH:7]=[CH:6]1.I.[S:17]1[CH:21]=[CH:20][CH:19]=[C:18]1[C:22](SC)=[NH:23].ClCCl. (2) Given the product [CH3:1][O:2][C:3]1[CH:4]=[C:5]([C:6](=[O:7])[CH3:21])[CH:12]=[C:13]([S:15]([F:17])([F:20])([F:19])([F:16])[F:18])[CH:14]=1, predict the reactants needed to synthesize it. The reactants are: [CH3:1][O:2][C:3]1[CH:4]=[C:5]([CH:12]=[C:13]([S:15]([F:20])([F:19])([F:18])([F:17])[F:16])[CH:14]=1)[C:6](N(OC)C)=[O:7].[CH3:21][Mg]Br.